Dataset: Full USPTO retrosynthesis dataset with 1.9M reactions from patents (1976-2016). Task: Predict the reactants needed to synthesize the given product. (1) The reactants are: [NH2:1][C:2]1[CH:7]=[CH:6][C:5]([OH:8])=[CH:4][CH:3]=1.C(=O)([O-])[O-].[Cs+].[Cs+].Cl[C:16]1[CH:17]=[CH:18][N:19]=[C:20]2[C:25]=1[N:24]=[CH:23][C:22]([O:26][CH3:27])=[CH:21]2.O. Given the product [CH3:27][O:26][C:22]1[CH:21]=[C:20]2[C:25]([C:16]([O:8][C:5]3[CH:6]=[CH:7][C:2]([NH2:1])=[CH:3][CH:4]=3)=[CH:17][CH:18]=[N:19]2)=[N:24][CH:23]=1, predict the reactants needed to synthesize it. (2) Given the product [NH2:1][C:2]1[C:3]([C:7](=[N:8][OH:9])[NH:15][C:14]2[CH:16]=[CH:17][C:18]([F:19])=[C:12]([Br:11])[CH:13]=2)=[N:4][O:5][N:6]=1, predict the reactants needed to synthesize it. The reactants are: [NH2:1][C:2]1[C:3]([C:7](Cl)=[N:8][OH:9])=[N:4][O:5][N:6]=1.[Br:11][C:12]1[CH:13]=[C:14]([CH:16]=[CH:17][C:18]=1[F:19])[NH2:15].C(=O)(O)[O-].[Na+].